From a dataset of Reaction yield outcomes from USPTO patents with 853,638 reactions. Predict the reaction yield, written as a fraction of the theoretical maximum amount of product (1.0 means a 100% yield; for example, 0.34 means a 34% yield). (1) The reactants are [F:1][C:2]1[CH:3]=[C:4]2[C:8](=[CH:9][CH:10]=1)[NH:7][C:6](=[O:11])[C:5]2=[C:12]1[C:20]2[C:15](=[N:16][C:17]([CH:21]=[CH2:22])=[CH:18][CH:19]=2)[CH2:14][O:13]1.[NH:23]1[CH2:33][CH2:32][CH:26]([C:27]([O:29][CH2:30][CH3:31])=[O:28])[CH2:25][CH2:24]1. No catalyst specified. The product is [CH2:30]([O:29][C:27]([CH:26]1[CH2:32][CH2:33][N:23]([CH2:22][CH2:21][C:17]2[N:16]=[C:15]3[CH2:14][O:13][C:12](=[C:5]4[C:4]5[C:8](=[CH:9][CH:10]=[C:2]([F:1])[CH:3]=5)[NH:7][C:6]4=[O:11])[C:20]3=[CH:19][CH:18]=2)[CH2:24][CH2:25]1)=[O:28])[CH3:31]. The yield is 0.260. (2) The reactants are [C:1]([NH:4][C:5]1[CH:10]=[CH:9][C:8]([C:11]2[C:15]([N:16]3[CH2:21][CH2:20][N:19](C(OCC4C=CC=CC=4)=O)[CH2:18][CH2:17]3)=[CH:14][NH:13][N:12]=2)=[C:7]([O:32]CC2C=CC=CC=2)[CH:6]=1)(=[O:3])[CH3:2]. The catalyst is CO.[Pd]. The product is [C:1]([NH:4][C:5]1[CH:10]=[CH:9][C:8]([C:11]2[C:15]([N:16]3[CH2:17][CH2:18][NH:19][CH2:20][CH2:21]3)=[CH:14][NH:13][N:12]=2)=[C:7]([OH:32])[CH:6]=1)(=[O:3])[CH3:2]. The yield is 0.410. (3) The reactants are [Li]CCCC.CCCCCC.Br[C:13]1[CH:14]=[N:15][CH:16]=[CH:17][CH:18]=1.[Cl:19][C:20]1[CH:25]=[CH:24][C:23]([C:26]([C:28]2[CH:29]=[CH:30][C:31]3[C:32]([CH:43]=2)=[C:33]([C:36]2[CH:41]=[CH:40][CH:39]=[C:38]([Cl:42])[CH:37]=2)[O:34][N:35]=3)=[O:27])=[CH:22][CH:21]=1. The catalyst is C(OCC)C.C1COCC1.CCOC(C)=O. The product is [Cl:42][C:38]1[CH:37]=[C:36]([C:33]2[O:34][N:35]=[C:31]3[CH:30]=[CH:29][C:28]([C:26]([C:23]4[CH:22]=[CH:21][C:20]([Cl:19])=[CH:25][CH:24]=4)([C:13]4[CH:14]=[N:15][CH:16]=[CH:17][CH:18]=4)[OH:27])=[CH:43][C:32]=23)[CH:41]=[CH:40][CH:39]=1. The yield is 0.0620. (4) The reactants are [F:1][C:2]([F:18])([C:6]1[CH:11]=[CH:10][C:9]([O:12][C:13]([F:16])([F:15])[F:14])=[CH:8][C:7]=1[F:17])[C:3]([OH:5])=O.P(Cl)(Cl)(Cl)=O.Cl.[NH2:25][CH2:26][C:27]1[CH:28]=[C:29]2[C:33](=[CH:34][CH:35]=1)[C:32](=[O:36])[N:31]([CH:37]1[CH2:42][CH2:41][C:40](=[O:43])[NH:39][C:38]1=[O:44])[CH2:30]2.C(=O)(O)[O-].[Na+]. The catalyst is N1C=CC=CC=1. The product is [O:44]=[C:38]1[CH:37]([N:31]2[CH2:30][C:29]3[C:33](=[CH:34][CH:35]=[C:27]([CH2:26][NH:25][C:3](=[O:5])[C:2]([F:1])([F:18])[C:6]4[CH:11]=[CH:10][C:9]([O:12][C:13]([F:16])([F:15])[F:14])=[CH:8][C:7]=4[F:17])[CH:28]=3)[C:32]2=[O:36])[CH2:42][CH2:41][C:40](=[O:43])[NH:39]1. The yield is 0.0900. (5) The reactants are [CH3:1][C:2]1([CH3:15])[O:6][B:5]([OH:7])[C:4]2[CH:8]=[C:9]([N+:12]([O-])=O)[CH:10]=[CH:11][C:3]1=2.Cl.C(Cl)Cl.CO. The catalyst is CO.[Zn]. The product is [NH2:12][C:9]1[CH:10]=[CH:11][C:3]2[C:2]([CH3:1])([CH3:15])[O:6][B:5]([OH:7])[C:4]=2[CH:8]=1. The yield is 0.600. (6) The reactants are N([O-])=O.[Na+].N[C:6]1[N:7]([C:17]2[C:26]3[C:21](=[CH:22][CH:23]=[CH:24][CH:25]=3)[C:20]([CH:27]3[CH2:29][CH2:28]3)=[CH:19][CH:18]=2)[C:8]([S:11][CH2:12][C:13]([O:15][CH3:16])=[O:14])=[N:9][N:10]=1.ClC(Cl)C(O)=O.ClCCl.C(Br)(Br)[Br:40]. The catalyst is [Cl-].C([N+](CC)(CC)CC)C1C=CC=CC=1. The product is [Br:40][C:6]1[N:7]([C:17]2[C:26]3[C:21](=[CH:22][CH:23]=[CH:24][CH:25]=3)[C:20]([CH:27]3[CH2:29][CH2:28]3)=[CH:19][CH:18]=2)[C:8]([S:11][CH2:12][C:13]([O:15][CH3:16])=[O:14])=[N:9][N:10]=1. The yield is 0.850. (7) The reactants are [CH3:1][O:2][C:3](=[O:23])[NH:4][CH:5]([C:9]([N:11]1[CH2:15][CH2:14][CH2:13][CH:12]1[C:16]1[NH:17][C:18]([C:21]#[CH:22])=[CH:19][N:20]=1)=[O:10])[CH:6]([CH3:8])[CH3:7].[CH3:24][O:25][C:26](=[O:55])[NH:27][CH:28]([C:32]([N:34]1[CH2:38][CH2:37][CH2:36][CH:35]1[C:39]1[NH:40][C:41]([C:44]2[CH:53]=[CH:52][C:51]3[C:46](=[CH:47][CH:48]=[C:49](Br)[CH:50]=3)[CH:45]=2)=[CH:42][N:43]=1)=[O:33])[CH:29]([CH3:31])[CH3:30].C(N(CC)CC)C. The catalyst is CN(C=O)C.C1C=CC([P]([Pd]([P](C2C=CC=CC=2)(C2C=CC=CC=2)C2C=CC=CC=2)([P](C2C=CC=CC=2)(C2C=CC=CC=2)C2C=CC=CC=2)[P](C2C=CC=CC=2)(C2C=CC=CC=2)C2C=CC=CC=2)(C2C=CC=CC=2)C2C=CC=CC=2)=CC=1.[Cu]I. The product is [CH3:24][O:25][C:26](=[O:55])[NH:27][CH:28]([C:32]([N:34]1[CH2:38][CH2:37][CH2:36][CH:35]1[C:39]1[NH:40][C:41]([C:44]2[CH:53]=[CH:52][C:51]3[C:46](=[CH:47][CH:48]=[C:49]([C:22]#[C:21][C:18]4[NH:17][C:16]([CH:12]5[CH2:13][CH2:14][CH2:15][N:11]5[C:9](=[O:10])[CH:5]([NH:4][C:3]([O:2][CH3:1])=[O:23])[CH:6]([CH3:8])[CH3:7])=[N:20][CH:19]=4)[CH:50]=3)[CH:45]=2)=[CH:42][N:43]=1)=[O:33])[CH:29]([CH3:31])[CH3:30]. The yield is 0.200.